From a dataset of Full USPTO retrosynthesis dataset with 1.9M reactions from patents (1976-2016). Predict the reactants needed to synthesize the given product. (1) Given the product [Cl:1][C:2]1[CH:3]=[CH:4][C:5]([C:6]2[CH:7]=[CH:8][C:9]([CH2:19][CH3:20])=[C:10]([CH:12]3[C:16](=[O:17])[CH:15]4[CH:14]([CH:22]5[CH2:21][CH2:5][CH:4]4[CH:3]=[CH:2]5)[C:13]3=[O:18])[CH:11]=2)=[CH:21][CH:22]=1, predict the reactants needed to synthesize it. The reactants are: [Cl:1][C:2]1[CH:22]=[CH:21][C:5]([C:6]2[CH:7]=[CH:8][C:9]([CH2:19][CH3:20])=[C:10]([CH:12]3[C:16](=[O:17])[CH:15]=[CH:14][C:13]3=[O:18])[CH:11]=2)=[CH:4][CH:3]=1.[I-].[Mg+2].[I-]. (2) Given the product [CH2:1]([O:8][C:9]([N:11]1[CH2:15][C@@H:14]([NH2:33])[CH2:13][C@H:12]1[C:17]1[O:18][C:19]([CH3:22])=[CH:20][N:21]=1)=[O:10])[C:2]1[CH:7]=[CH:6][CH:5]=[CH:4][CH:3]=1, predict the reactants needed to synthesize it. The reactants are: [CH2:1]([O:8][C:9]([N:11]1[CH2:15][C@H:14](O)[CH2:13][C@H:12]1[C:17]1[O:18][C:19]([CH3:22])=[CH:20][N:21]=1)=[O:10])[C:2]1[CH:7]=[CH:6][CH:5]=[CH:4][CH:3]=1.C(OC([N:33]1C[C@@H](N)C[C@H]1C1OC=CN=1)=O)C1C=CC=CC=1. (3) Given the product [O:1]=[C:2]1[C:10]2[C:5](=[CH:6][CH:7]=[CH:8][CH:9]=2)[C:4](=[O:11])[N:3]1[CH2:12][C:13]1[CH:14]=[CH:15][C:16]([C:17]2[N:39]=[C:38]([C:37]([O:36][CH2:34][CH3:35])=[O:40])[C:25]3[C:20](=[CH:21][CH:22]=[CH:23][CH:24]=3)[N:19]=2)=[CH:26][CH:27]=1, predict the reactants needed to synthesize it. The reactants are: [O:1]=[C:2]1[C:10]2[C:5](=[CH:6][CH:7]=[CH:8][CH:9]=2)[C:4](=[O:11])[N:3]1[CH2:12][C:13]1[CH:27]=[CH:26][C:16]([C:17]([NH:19][C:20]2[CH:25]=[CH:24][CH:23]=[CH:22][CH:21]=2)=O)=[CH:15][CH:14]=1.P(Cl)(Cl)(Cl)(Cl)Cl.[CH2:34]([O:36][C:37](=[O:40])[C:38]#[N:39])[CH3:35].Cl[Sn](Cl)(Cl)Cl. (4) The reactants are: [CH2:1]([Mg]Br)[CH3:2].[NH:5]1[C:9]2[CH:10]=[CH:11][C:12]([C:14]([O:16]C)=O)=[CH:13][C:8]=2[N:7]=[CH:6]1.[CH2:18]1COC[CH2:19]1. Given the product [NH:5]1[C:9]2[CH:10]=[CH:11][C:12]([C:14]([OH:16])([CH2:1][CH3:2])[CH2:18][CH3:19])=[CH:13][C:8]=2[N:7]=[CH:6]1, predict the reactants needed to synthesize it.